This data is from Full USPTO retrosynthesis dataset with 1.9M reactions from patents (1976-2016). The task is: Predict the reactants needed to synthesize the given product. (1) The reactants are: [CH3:1][O:2][C:3](=[O:15])[C@H:4]([CH2:13][OH:14])[NH:5][C:6]([O:8][C:9]([CH3:12])([CH3:11])[CH3:10])=[O:7].N1C=CC=CC=1.[C:22](Cl)([O:24][CH2:25][C:26]1[CH:31]=[CH:30][CH:29]=[CH:28][CH:27]=1)=[O:23]. Given the product [CH2:25]([O:24][C:22]([O:14][CH2:13][C@H:4]([NH:5][C:6]([O:8][C:9]([CH3:12])([CH3:10])[CH3:11])=[O:7])[C:3]([O:2][CH3:1])=[O:15])=[O:23])[C:26]1[CH:31]=[CH:30][CH:29]=[CH:28][CH:27]=1, predict the reactants needed to synthesize it. (2) Given the product [CH:6]1[C:5]2[NH:4][C:16]3[C:11](=[CH:12][CH:13]=[CH:14][CH:15]=3)[C:10]=2[CH:9]=[CH:8][CH:7]=1, predict the reactants needed to synthesize it. The reactants are: C([N:4]1[C:16]2[CH:15]=[CH:14][CH:13]=[CH:12][C:11]=2[C:10]2[C:5]1=[CH:6][CH:7]=[CH:8][CH:9]=2)C=C. (3) Given the product [OH:15][CH2:14][C@H:13]1[O:12][C@H:11]2[C@H:7]([N:8]=[C:9]([NH:19][CH2:20][CH2:21][CH3:22])[S:10]2)[C@@H:6]([OH:23])[C@@H:5]1[OH:4], predict the reactants needed to synthesize it. The reactants are: C([O:4][C@@H:5]1[C@@H:13]([CH2:14][O:15]C(=O)C)[O:12][C@H:11]2[C@H:7]([N:8]=[C:9]([NH:19][CH2:20][CH2:21][CH3:22])[S:10]2)[C@H:6]1[O:23]C(=O)C)(=O)C.C(=O)([O-])[O-].[K+].[K+]. (4) Given the product [Cl:1][C:2]1[N:7]=[C:6]([NH:10][C:11]2[CH:28]=[CH:27][CH:26]=[C:13]([CH2:14][N:15]3[CH2:20][CH2:19][CH:18]([C:21]([O:23][CH2:24][CH3:25])=[O:22])[CH2:17][CH2:16]3)[CH:12]=2)[C:5]([F:9])=[CH:4][N:3]=1, predict the reactants needed to synthesize it. The reactants are: [Cl:1][C:2]1[N:7]=[C:6](Cl)[C:5]([F:9])=[CH:4][N:3]=1.[NH2:10][C:11]1[CH:12]=[C:13]([CH:26]=[CH:27][CH:28]=1)[CH2:14][N:15]1[CH2:20][CH2:19][CH:18]([C:21]([O:23][CH2:24][CH3:25])=[O:22])[CH2:17][CH2:16]1. (5) Given the product [CH2:7]([S:11][CH2:12][S:13]([C:14]1[C:19]([C:20]#[N:21])=[C:18]([C:22]2[CH:23]=[CH:24][CH:25]=[CH:26][CH:27]=2)[N:17]=[C:16]([C:28]2[CH:33]=[CH:32][CH:31]=[CH:30][CH:29]=2)[N:15]=1)=[O:3])[CH2:8][CH2:9][CH3:10], predict the reactants needed to synthesize it. The reactants are: C(O)(=[O:3])C.OO.[CH2:7]([S:11][CH2:12][S:13][C:14]1[C:19]([C:20]#[N:21])=[C:18]([C:22]2[CH:27]=[CH:26][CH:25]=[CH:24][CH:23]=2)[N:17]=[C:16]([C:28]2[CH:33]=[CH:32][CH:31]=[CH:30][CH:29]=2)[N:15]=1)[CH2:8][CH2:9][CH3:10]. (6) Given the product [OH:2][CH2:1][C:3]1[CH:10]=[CH:9][C:6]([C:7]#[N:8])=[CH:5][CH:4]=1, predict the reactants needed to synthesize it. The reactants are: [CH:1]([C:3]1[CH:10]=[CH:9][C:6]([C:7]#[N:8])=[CH:5][CH:4]=1)=[O:2].[BH4-].[Na+].O. (7) Given the product [C:13]([C:12]1[CH:11]=[C:10]([Cl:16])[C:9]([CH3:17])=[C:8]([C:18]#[N:19])[C:7]=1[C:25]1[CH:24]=[C:23]([F:22])[CH:28]=[C:27]([F:29])[CH:26]=1)(=[O:15])[CH3:14], predict the reactants needed to synthesize it. The reactants are: FC(F)(F)S(O[C:7]1[C:12]([C:13](=[O:15])[CH3:14])=[CH:11][C:10]([Cl:16])=[C:9]([CH3:17])[C:8]=1[C:18]#[N:19])(=O)=O.[F:22][C:23]1[CH:24]=[C:25](B(O)O)[CH:26]=[C:27]([F:29])[CH:28]=1.C(=O)([O-])O.[Na+].O.N#N. (8) Given the product [NH:8]1[CH:9]2[CH2:10][NH:11][CH2:2][CH2:3][N:5]2[CH2:6][CH2:7]1, predict the reactants needed to synthesize it. The reactants are: Cl[CH2:2][CH:3]=O.[NH2:5][CH2:6][CH2:7][NH:8][CH2:9][CH2:10][NH2:11].C([O-])([O-])=O.[K+].[K+]. (9) Given the product [CH3:1][O:2][C:3]([N:5]1[C@H:13]2[C@H:8]([C@:9]([O:23][C:27](=[O:28])[CH2:26][O:25][CH3:24])([C:14]#[C:15][C:16]3[CH:17]=[C:18]([CH3:22])[CH:19]=[CH:20][CH:21]=3)[CH2:10][CH2:11][CH2:12]2)[CH2:7][CH2:6]1)=[O:4], predict the reactants needed to synthesize it. The reactants are: [CH3:1][O:2][C:3]([N:5]1[C@@H:13]2[C@@H:8]([C@@:9]([OH:23])([C:14]#[C:15][C:16]3[CH:17]=[C:18]([CH3:22])[CH:19]=[CH:20][CH:21]=3)[CH2:10][CH2:11][CH2:12]2)[CH2:7][CH2:6]1)=[O:4].[CH3:24][O:25][CH2:26][C:27](O)=[O:28].